From a dataset of M1 muscarinic receptor antagonist screen with 61,756 compounds. Binary Classification. Given a drug SMILES string, predict its activity (active/inactive) in a high-throughput screening assay against a specified biological target. (1) The result is 0 (inactive). The molecule is Fc1ccc(NC=2NC(=O)C(C(CCC)C)(CC)C(=O)N2)cc1. (2) The compound is O1CCN(CC1)CCC(=O)Nc1cc2CCCc2cc1. The result is 0 (inactive). (3) The compound is O=C1N(C(Nc2c(CC)cccc2)c2c1cccc2)c1nccc(c1)C. The result is 0 (inactive). (4) The drug is O(c1ccc(OC)cc1)c1nc(Oc2ccc(OC)cc2)nc(Oc2ccc(OC)cc2)n1. The result is 0 (inactive). (5) The compound is S(=O)(=O)(N(CC(=O)N1CCC(CC1)C)C)c1c2nsnc2ccc1. The result is 0 (inactive). (6) The drug is O1C(CCC(=O)n2nc(cc2C)C)COc2c1cccc2. The result is 0 (inactive). (7) The compound is S(C=1NC(=O)CC(c2ccc(O)cc2)C1C#N)Cc1ccccc1. The result is 0 (inactive).